Dataset: Peptide-MHC class I binding affinity with 185,985 pairs from IEDB/IMGT. Task: Regression. Given a peptide amino acid sequence and an MHC pseudo amino acid sequence, predict their binding affinity value. This is MHC class I binding data. The peptide sequence is EEDEGEELF. The MHC is HLA-B48:01 with pseudo-sequence HLA-B48:01. The binding affinity (normalized) is 0.0847.